Dataset: Full USPTO retrosynthesis dataset with 1.9M reactions from patents (1976-2016). Task: Predict the reactants needed to synthesize the given product. (1) Given the product [NH:1]1[C:9]2[C:4](=[CH:5][CH:6]=[CH:7][CH:8]=2)[C:3]([CH2:10][CH2:11][C:12]([N:18]([CH:15]([CH3:17])[CH3:16])[NH:19][C:20](=[O:27])[C:21]2[CH:26]=[CH:25][CH:24]=[CH:23][CH:22]=2)=[O:14])=[CH:2]1, predict the reactants needed to synthesize it. The reactants are: [NH:1]1[C:9]2[C:4](=[CH:5][CH:6]=[CH:7][CH:8]=2)[C:3]([CH2:10][CH2:11][C:12]([OH:14])=O)=[CH:2]1.[CH:15]([NH:18][NH:19][C:20](=[O:27])[C:21]1[CH:26]=[CH:25][CH:24]=[CH:23][CH:22]=1)([CH3:17])[CH3:16].CN(C(ON1N=NC2C=CC=NC1=2)=[N+](C)C)C.F[P-](F)(F)(F)(F)F.C(N(CC)C(C)C)(C)C. (2) Given the product [CH:1]1([CH2:4][C:5]([C:6]2[O:7][C:8]([CH3:11])=[N:9][N:10]=2)([NH2:13])[CH3:12])[CH2:3][CH2:2]1, predict the reactants needed to synthesize it. The reactants are: [CH:1]1([CH2:4][C:5]([NH:13]S(C(C)(C)C)=O)([CH3:12])[C:6]2[O:7][C:8]([CH3:11])=[N:9][N:10]=2)[CH2:3][CH2:2]1.Cl.O1CCOCC1. (3) Given the product [Br:1][C:2]1[C:3]([O:13][CH3:14])=[C:4]([CH:10]([OH:12])[CH3:11])[CH:5]=[C:6]([Cl:9])[C:7]=1[F:8], predict the reactants needed to synthesize it. The reactants are: [Br:1][C:2]1[C:3]([O:13][CH3:14])=[C:4]([C:10](=[O:12])[CH3:11])[CH:5]=[C:6]([Cl:9])[C:7]=1[F:8].CO.[BH4-].[Na+]. (4) Given the product [NH:38]1[CH2:39][CH2:40][CH2:41][CH:35]([NH:34][C:27](=[O:29])[C:26]2[CH:30]=[CH:31][C:23]([NH:22][C:20]3[N:19]=[CH:18][C:9]4[N:10]([CH3:17])[C:11](=[O:16])[C:12]([CH3:15])([CH3:14])[CH2:13][N:7]([CH:1]5[CH2:2][CH2:3][CH2:4][CH2:5][CH2:6]5)[C:8]=4[N:21]=3)=[C:24]([O:32][CH3:33])[CH:25]=2)[CH2:36][CH2:37]1, predict the reactants needed to synthesize it. The reactants are: [CH:1]1([N:7]2[CH2:13][C:12]([CH3:15])([CH3:14])[C:11](=[O:16])[N:10]([CH3:17])[C:9]3[CH:18]=[N:19][C:20]([NH:22][C:23]4[CH:31]=[CH:30][C:26]([C:27]([OH:29])=O)=[CH:25][C:24]=4[O:32][CH3:33])=[N:21][C:8]2=3)[CH2:6][CH2:5][CH2:4][CH2:3][CH2:2]1.[NH2:34][CH:35]1[CH2:41][CH2:40][CH2:39][N:38](C(OC(C)(C)C)=O)[CH2:37][CH2:36]1. (5) Given the product [C:1]([O:5][C:6]([NH:8][CH2:9][C:10]1[C:11]([CH2:31][CH:32]([CH3:34])[CH3:33])=[N:12][C:13]([CH3:30])=[C:14]([C:22]=1[C:23]1[CH:28]=[CH:27][C:26]([O:29][CH3:35])=[CH:25][CH:24]=1)[C:15]([O:17][C:18]([CH3:21])([CH3:20])[CH3:19])=[O:16])=[O:7])([CH3:4])([CH3:2])[CH3:3], predict the reactants needed to synthesize it. The reactants are: [C:1]([O:5][C:6]([NH:8][CH2:9][C:10]1[C:11]([CH2:31][CH:32]([CH3:34])[CH3:33])=[N:12][C:13]([CH3:30])=[C:14]([C:22]=1[C:23]1[CH:28]=[CH:27][C:26]([OH:29])=[CH:25][CH:24]=1)[C:15]([O:17][C:18]([CH3:21])([CH3:20])[CH3:19])=[O:16])=[O:7])([CH3:4])([CH3:3])[CH3:2].[C:35](=O)([O-])[O-].[K+].[K+].IC. (6) Given the product [C:1]([C:3]1[CH:4]=[C:5]([CH2:10][C:11]([O:13][C:14]([CH3:17])([CH3:16])[CH3:15])=[O:12])[CH:6]=[CH:7][C:8]=1[O:33][C:30]1[CH:29]=[CH:28][C:27]([C:26](=[O:34])[NH:25][CH2:24][CH2:23][C:22]2[CH:21]=[CH:20][CH:19]=[CH:36][CH:35]=2)=[CH:32][CH:31]=1)#[N:2], predict the reactants needed to synthesize it. The reactants are: [C:1]([C:3]1[CH:4]=[C:5]([CH2:10][C:11]([O:13][C:14]([CH3:17])([CH3:16])[CH3:15])=[O:12])[CH:6]=[CH:7][C:8]=1F)#[N:2].Cl[C:19]1[CH:36]=[CH:35][C:22]([CH2:23][CH2:24][NH:25][C:26](=[O:34])[C:27]2[CH:32]=[CH:31][C:30]([OH:33])=[CH:29][CH:28]=2)=[CH:21][CH:20]=1.C(=O)([O-])[O-].[K+].[K+].